Dataset: hERG Central: cardiac toxicity at 1µM, 10µM, and general inhibition. Task: Predict hERG channel inhibition at various concentrations. (1) The compound is Cc1cc(C)n2nc(C(=O)N3CCN(c4ccc([N+](=O)[O-])cc4)CC3)nc2n1. Results: hERG_inhib (hERG inhibition (general)): blocker. (2) The compound is COc1ccc(C2=NS(=O)(=O)N(C)C(C(=O)NCc3ccc4c(c3)OCO4)=C2)cc1. Results: hERG_inhib (hERG inhibition (general)): blocker. (3) The compound is O=C(COc1ccc(-n2cnnn2)cc1)N1CCN(c2ccc(F)cc2)CC1. Results: hERG_inhib (hERG inhibition (general)): blocker. (4) The molecule is COc1ccc(CC2(CO)CCN(Cc3cnn(-c4ccccc4OC)c3)CC2)cc1. Results: hERG_inhib (hERG inhibition (general)): blocker. (5) The molecule is O=[N+]([O-])c1cc([N+](=O)[O-])c2nonc2c1Nc1ccc(O)cc1. Results: hERG_inhib (hERG inhibition (general)): blocker. (6) The compound is COC(=O)c1[nH]c2ccc(C)cc2c1NC(=O)CN1CCN(C(=O)c2ccccc2)CC1.Cl. Results: hERG_inhib (hERG inhibition (general)): blocker.